This data is from Full USPTO retrosynthesis dataset with 1.9M reactions from patents (1976-2016). The task is: Predict the reactants needed to synthesize the given product. (1) Given the product [Cl:1][C:2]1[CH:13]=[CH:12][C:5]([O:6][C@H:7]([CH3:11])[C:8]([O-:10])=[O:9])=[C:4]([CH3:14])[CH:3]=1.[K+:39], predict the reactants needed to synthesize it. The reactants are: [Cl:1][C:2]1[CH:13]=[CH:12][C:5]([O:6][CH:7]([CH3:11])[C:8]([O-:10])=[O:9])=[C:4]([CH3:14])[CH:3]=1.C([N+](CC=C)(C)C)C=C.ClC1C=CC(O[C@H](C)C(O)=O)=C(C)C=1.[OH-].[K+:39]. (2) Given the product [CH2:9]([NH:8][C:5]1([CH3:33])[CH2:4][CH2:3][C:2]([F:1])([S:16]([C:19]2[CH:24]=[CH:23][CH:22]=[C:21]([C:25]([F:26])([F:27])[F:28])[CH:20]=2)(=[O:18])=[O:17])[CH2:7][CH2:6]1)[C:10]1[CH:11]=[CH:12][CH:13]=[CH:14][CH:15]=1, predict the reactants needed to synthesize it. The reactants are: [F:1][C:2]1([S:16]([C:19]2[CH:24]=[CH:23][CH:22]=[C:21]([C:25]([F:28])([F:27])[F:26])[CH:20]=2)(=[O:18])=[O:17])[CH2:7][CH2:6][C:5](=[N:8][CH2:9][C:10]2[CH:15]=[CH:14][CH:13]=[CH:12][CH:11]=2)[CH2:4][CH2:3]1.B(F)(F)F.[CH3:33]COCC.[Li]C. (3) Given the product [Br:12][C:7]1[CH:8]=[N:9][CH:10]=[CH:11][C:6]=1[C:4]1[N:23]=[C:21]([NH:20][C:16]2[CH:17]=[CH:18][CH:19]=[C:14]([CH3:13])[CH:15]=2)[S:22][CH:3]=1, predict the reactants needed to synthesize it. The reactants are: Br.Br[CH2:3][C:4]([C:6]1[CH:11]=[CH:10][N:9]=[CH:8][C:7]=1[Br:12])=O.[CH3:13][C:14]1[CH:15]=[C:16]([NH:20][C:21]([NH2:23])=[S:22])[CH:17]=[CH:18][CH:19]=1.N. (4) Given the product [CH2:44]([O:46][C:47]([C:49]1[S:53][CH:52]=[N:51][C:50]=1[N:54]1[C:8](=[O:43])[NH:9][C:10]([CH:11]([C:28]2[C:29]([F:40])=[C:30]3[C:35](=[C:36]([O:38][CH3:39])[CH:37]=2)[O:34][CH2:33][CH2:32][CH2:31]3)[NH:12][C:13]2[CH:18]=[CH:17][C:16]([C:19]3[N:23]=[C:22]([C:24]([F:27])([F:26])[F:25])[O:21][N:20]=3)=[CH:15][CH:14]=2)=[N:55]1)=[O:48])[CH3:45], predict the reactants needed to synthesize it. The reactants are: CN(C=O)C.CO[C:8](=[O:43])[N:9]=[C:10](SC)[C:11]([C:28]1[C:29]([F:40])=[C:30]2[C:35](=[C:36]([O:38][CH3:39])[CH:37]=1)[O:34][CH2:33][CH2:32][CH2:31]2)=[N:12][C:13]1[CH:18]=[CH:17][C:16]([C:19]2[N:23]=[C:22]([C:24]([F:27])([F:26])[F:25])[O:21][N:20]=2)=[CH:15][CH:14]=1.[CH2:44]([O:46][C:47]([C:49]1[S:53][CH:52]=[N:51][C:50]=1[NH:54][NH2:55])=[O:48])[CH3:45]. (5) Given the product [F:1][C:2]1[CH:29]=[CH:28][C:5]([CH2:6][NH:7][C:8]([C:10]2([CH2:23][CH2:24][CH2:25][CH2:26][N:33]3[CH2:34][CH2:35][N:30]([C:36]4[S:37][C:38]5[CH:44]=[CH:43][CH:42]=[CH:41][C:39]=5[N:40]=4)[CH2:31][CH2:32]3)[C:22]3[CH:21]=[CH:20][CH:19]=[CH:18][C:17]=3[C:16]3[C:11]2=[CH:12][CH:13]=[CH:14][CH:15]=3)=[O:9])=[CH:4][CH:3]=1, predict the reactants needed to synthesize it. The reactants are: [F:1][C:2]1[CH:29]=[CH:28][C:5]([CH2:6][NH:7][C:8]([C:10]2([CH2:23][CH2:24][CH2:25][CH2:26]Br)[C:22]3[CH:21]=[CH:20][CH:19]=[CH:18][C:17]=3[C:16]3[C:11]2=[CH:12][CH:13]=[CH:14][CH:15]=3)=[O:9])=[CH:4][CH:3]=1.[N:30]1([C:36]2[S:37][C:38]3[CH:44]=[CH:43][CH:42]=[CH:41][C:39]=3[N:40]=2)[CH2:35][CH2:34][NH:33][CH2:32][CH2:31]1.